From a dataset of Peptide-MHC class I binding affinity with 185,985 pairs from IEDB/IMGT. Regression. Given a peptide amino acid sequence and an MHC pseudo amino acid sequence, predict their binding affinity value. This is MHC class I binding data. (1) The peptide sequence is YTKVVHYRK. The MHC is HLA-A03:01 with pseudo-sequence HLA-A03:01. The binding affinity (normalized) is 0.0927. (2) The peptide sequence is ETQHGTVLV. The MHC is HLA-A26:01 with pseudo-sequence HLA-A26:01. The binding affinity (normalized) is 0.214. (3) The peptide sequence is KTEHCDDFM. The MHC is HLA-A02:06 with pseudo-sequence HLA-A02:06. The binding affinity (normalized) is 0.207. (4) The peptide sequence is HLLCQAFSV. The MHC is HLA-A02:11 with pseudo-sequence HLA-A02:11. The binding affinity (normalized) is 1.00. (5) The binding affinity (normalized) is 0.462. The peptide sequence is MYELQKLNSW. The MHC is Mamu-B17 with pseudo-sequence Mamu-B17. (6) The peptide sequence is LFLSFCSLF. The MHC is HLA-A30:01 with pseudo-sequence HLA-A30:01. The binding affinity (normalized) is 0.0847.